Dataset: Reaction yield outcomes from USPTO patents with 853,638 reactions. Task: Predict the reaction yield, written as a fraction of the theoretical maximum amount of product (1.0 means a 100% yield; for example, 0.34 means a 34% yield). (1) The reactants are [CH3:1][O:2][C:3]1[CH:25]=[CH:24][C:6]([CH2:7][N:8]2[CH:12]=[C:11]3[C:13](=O)[CH:14](Br)[CH2:15][O:16][CH:17]([C:18]([F:21])([F:20])[F:19])[C:10]3=[N:9]2)=[CH:5][CH:4]=1.[CH3:26][C:27]1[CH:32]=[CH:31][N:30]=[C:29]([NH:33][C:34]([NH2:36])=[S:35])[N:28]=1. The catalyst is CN(C=O)C.O. The product is [CH3:1][O:2][C:3]1[CH:4]=[CH:5][C:6]([CH2:7][N:8]2[N:9]=[C:10]3[C:11]([C:13]4[N:36]=[C:34]([NH:33][C:29]5[N:28]=[C:27]([CH3:26])[CH:32]=[CH:31][N:30]=5)[S:35][C:14]=4[CH2:15][O:16][CH:17]3[C:18]([F:20])([F:19])[F:21])=[CH:12]2)=[CH:24][CH:25]=1. The yield is 0.340. (2) The reactants are COC1C=CC(C[N:8]2[CH2:11][C:10]3([CH2:15][CH2:14][CH2:13][N:12]3[C:16]([O:18][CH2:19][C:20]3[CH:25]=[CH:24][CH:23]=[CH:22][CH:21]=3)=[O:17])[C:9]2=[O:26])=CC=1.O=[N+]([O-])[O-].[O-][N+](=O)[O-].[O-][N+](=O)[O-].[O-][N+](=O)[O-].[O-][N+](=O)[O-].[O-][N+](=O)[O-].[Ce+4].[NH4+].[NH4+]. The catalyst is CC#N.O. The product is [O:26]=[C:9]1[C:10]2([CH2:15][CH2:14][CH2:13][N:12]2[C:16]([O:18][CH2:19][C:20]2[CH:25]=[CH:24][CH:23]=[CH:22][CH:21]=2)=[O:17])[CH2:11][NH:8]1. The yield is 0.486. (3) The reactants are [OH:1][C:2]1[CH:10]=[CH:9][CH:8]=[C:7]2[C:3]=1[C:4](=[O:12])O[C:6]2=[O:11].Cl.[NH2:14][CH:15]1[CH2:20][CH2:19][C:18](=[O:21])[NH:17][C:16]1=[O:22]. The catalyst is N1C=CC=CC=1. The product is [O:22]=[C:16]1[CH:15]([N:14]2[C:4](=[O:12])[C:3]3[C:7](=[CH:8][CH:9]=[CH:10][C:2]=3[OH:1])[C:6]2=[O:11])[CH2:20][CH2:19][C:18](=[O:21])[NH:17]1. The yield is 0.880. (4) The reactants are [Cl:1][C:2]1[N:7]=[C:6]([NH:8][CH2:9][C:10]2[CH:11]=[C:12]([NH:16][S:17]([C:20]3[CH:25]=[CH:24][CH:23]=[C:22]([N+:26]([O-])=O)[CH:21]=3)(=[O:19])=[O:18])[CH:13]=[CH:14][CH:15]=2)[C:5]([Cl:29])=[CH:4][N:3]=1.CO.C(O)(=O)C.C([O-])(O)=O.[Na+]. The catalyst is [Fe].CCOC(C)=O.O. The product is [NH2:26][C:22]1[CH:21]=[C:20]([S:17]([NH:16][C:12]2[CH:13]=[CH:14][CH:15]=[C:10]([CH2:9][NH:8][C:6]3[C:5]([Cl:29])=[CH:4][N:3]=[C:2]([Cl:1])[N:7]=3)[CH:11]=2)(=[O:18])=[O:19])[CH:25]=[CH:24][CH:23]=1. The yield is 0.250.